From a dataset of Forward reaction prediction with 1.9M reactions from USPTO patents (1976-2016). Predict the product of the given reaction. (1) Given the reactants [CH3:1][N:2]1[C:14]2[CH2:13][CH2:12][CH:11]([CH:15]3[CH2:20][CH2:19][O:18][CH2:17][CH2:16]3)[CH2:10][C:9]=2[C:8]2[C:3]1=[CH:4][CH:5]=[C:6]([C:21](O)=[O:22])[CH:7]=2.Cl.[CH:25]1([NH:28][C:29]([C@@H:31]2[CH2:35][CH2:34][NH:33][CH2:32]2)=[O:30])[CH2:27][CH2:26]1.CN(C(ON1N=NC2C=CC=NC1=2)=[N+](C)C)C.F[P-](F)(F)(F)(F)F.C(N(CC)C(C)C)(C)C, predict the reaction product. The product is: [CH:25]1([NH:28][C:29]([C@@H:31]2[CH2:35][CH2:34][N:33]([C:21]([C:6]3[CH:7]=[C:8]4[C:3](=[CH:4][CH:5]=3)[N:2]([CH3:1])[C:14]3[CH2:13][CH2:12][CH:11]([CH:15]5[CH2:16][CH2:17][O:18][CH2:19][CH2:20]5)[CH2:10][C:9]4=3)=[O:22])[CH2:32]2)=[O:30])[CH2:27][CH2:26]1. (2) Given the reactants [CH3:1][O:2][C:3](=[O:22])[C@@H:4]([NH2:21])[CH2:5][C@@H:6]([CH:18]([CH3:20])[CH3:19])[CH2:7][C:8]1[CH:13]=[CH:12][C:11]([C:14]([CH3:17])([CH3:16])[CH3:15])=[CH:10][CH:9]=1.C(N(C(C)C)C(C)C)C.[C:32](O[C:32]([O:34][C:35]([CH3:38])([CH3:37])[CH3:36])=[O:33])([O:34][C:35]([CH3:38])([CH3:37])[CH3:36])=[O:33], predict the reaction product. The product is: [CH3:1][O:2][C:3](=[O:22])[C@@H:4]([NH:21][C:32]([O:34][C:35]([CH3:38])([CH3:37])[CH3:36])=[O:33])[CH2:5][C@@H:6]([CH:18]([CH3:19])[CH3:20])[CH2:7][C:8]1[CH:9]=[CH:10][C:11]([C:14]([CH3:16])([CH3:15])[CH3:17])=[CH:12][CH:13]=1. (3) The product is: [NH2:37][C:33]1[C:34]2[C:29](=[CH:28][C:27]([CH2:26][NH:25][C:18]([C:16]3[C:15]([C:21]([F:23])([F:22])[F:24])=[N:14][N:13]([CH2:12][C:9]4[CH:10]=[N:11][C:6]([N:1]5[CH2:5][CH2:4][CH2:3][CH2:2]5)=[CH:7][CH:8]=4)[CH:17]=3)=[O:20])=[CH:36][CH:35]=2)[CH:30]=[CH:31][N:32]=1. Given the reactants [N:1]1([C:6]2[N:11]=[CH:10][C:9]([CH2:12][N:13]3[CH:17]=[C:16]([C:18]([OH:20])=O)[C:15]([C:21]([F:24])([F:23])[F:22])=[N:14]3)=[CH:8][CH:7]=2)[CH2:5][CH2:4][CH2:3][CH2:2]1.[NH2:25][CH2:26][C:27]1[CH:28]=[C:29]2[C:34](=[CH:35][CH:36]=1)[C:33]([NH2:37])=[N:32][CH:31]=[CH:30]2.Cl.C1C=CC2N(O)N=NC=2C=1.C(N(CC)CC)C.CCN=C=NCCCN(C)C.Cl, predict the reaction product. (4) Given the reactants [C:1]([O:13][CH3:14])(=[O:12])[C:2]1[CH:11]=[CH:10][C:5]([C:6]([O:8]C)=O)=[CH:4][CH:3]=1.[CH2:15]([Mg]Br)[CH3:16], predict the reaction product. The product is: [OH:8][C:6]1([C:5]2[CH:4]=[CH:3][C:2]([C:1]([O:13][CH3:14])=[O:12])=[CH:11][CH:10]=2)[CH2:16][CH2:15]1. (5) Given the reactants [O:1]1[C:5]2[CH:6]=[CH:7][C:8]([C:10]3[N:15]4[N:16]=[C:17]([C:19]([CH3:22])([CH3:21])[CH3:20])[CH:18]=[C:14]4[N:13]=[C:12]([CH3:23])[C:11]=3[CH:24]([CH2:29][CH2:30][CH3:31])[C:25]([O:27]C)=[O:26])=[CH:9][C:4]=2[CH:3]=[CH:2]1.[OH-].[Na+], predict the reaction product. The product is: [O:1]1[C:5]2[CH:6]=[CH:7][C:8]([C:10]3[N:15]4[N:16]=[C:17]([C:19]([CH3:20])([CH3:21])[CH3:22])[CH:18]=[C:14]4[N:13]=[C:12]([CH3:23])[C:11]=3[CH:24]([CH2:29][CH2:30][CH3:31])[C:25]([OH:27])=[O:26])=[CH:9][C:4]=2[CH:3]=[CH:2]1. (6) Given the reactants [C:1]([CH2:3][C:4]([O:6][C:7]([CH3:10])([CH3:9])[CH3:8])=[O:5])#[N:2].[H-].[Na+].[H][H].[Cl:15][CH2:16][C:17](Cl)=[O:18], predict the reaction product. The product is: [C:7]([O:6][C:4](=[O:5])[C:3]([C:1]#[N:2])=[C:17]([OH:18])[CH2:16][Cl:15])([CH3:10])([CH3:9])[CH3:8].